Task: Predict the reactants needed to synthesize the given product.. Dataset: Full USPTO retrosynthesis dataset with 1.9M reactions from patents (1976-2016) The reactants are: [Br:1][C:2]1[CH:3]=[C:4]2[C:12](=[CH:13][CH:14]=1)[NH:11][C:10]1[CH:9]([NH2:15])[CH2:8][CH2:7][CH2:6][C:5]2=1.[C:16](Cl)(=[O:25])[C:17]1[CH:22]=[CH:21][C:20]([O:23][CH3:24])=[CH:19][CH:18]=1. Given the product [Br:1][C:2]1[CH:3]=[C:4]2[C:12](=[CH:13][CH:14]=1)[NH:11][C:10]1[CH:9]([NH:15][C:16](=[O:25])[C:17]3[CH:22]=[CH:21][C:20]([O:23][CH3:24])=[CH:19][CH:18]=3)[CH2:8][CH2:7][CH2:6][C:5]2=1, predict the reactants needed to synthesize it.